This data is from Forward reaction prediction with 1.9M reactions from USPTO patents (1976-2016). The task is: Predict the product of the given reaction. (1) Given the reactants [Cl:1][C:2]1[CH:7]=[CH:6][CH:5]=[CH:4][C:3]=1[C:8]1[N:9]([C:21]2[CH:26]=[CH:25][C:24]([Cl:27])=[CH:23][CH:22]=2)[CH:10]=[C:11]([C:13]([N:15]2[CH2:20][CH2:19][S:18][CH2:17][CH2:16]2)=[O:14])[N:12]=1.OO.C([O-])(O)=[O:31].[Na+], predict the reaction product. The product is: [Cl:1][C:2]1[CH:7]=[CH:6][CH:5]=[CH:4][C:3]=1[C:8]1[N:9]([C:21]2[CH:26]=[CH:25][C:24]([Cl:27])=[CH:23][CH:22]=2)[CH:10]=[C:11]([C:13]([N:15]2[CH2:16][CH2:17][S:18](=[O:31])[CH2:19][CH2:20]2)=[O:14])[N:12]=1. (2) Given the reactants Cl.[CH3:2][O:3][C:4]([C@H:6]1[CH2:10][C@H:9]([OH:11])[CH2:8][NH:7]1)=[O:5].C([O-])([O-])=O.[Na+].[Na+].[N:18]([C:21]1[CH:26]=[CH:25][C:24]([O:27][CH2:28][C:29]([F:32])([F:31])[F:30])=[CH:23][CH:22]=1)=[C:19]=[O:20], predict the reaction product. The product is: [CH3:2][O:3][C:4]([C@H:6]1[CH2:10][C@H:9]([OH:11])[CH2:8][N:7]1[C:19](=[O:20])[NH:18][C:21]1[CH:26]=[CH:25][C:24]([O:27][CH2:28][C:29]([F:31])([F:30])[F:32])=[CH:23][CH:22]=1)=[O:5]. (3) Given the reactants [C:1]([O:5][C:6]([CH3:9])([CH3:8])[CH3:7])(=[O:4])[CH:2]=[CH2:3].[CH3:10][CH2:11][C:12](C)=O, predict the reaction product. The product is: [CH:6]12[CH2:7][CH:11]([CH2:12][CH2:8]1)[CH:10]=[CH:9]2.[CH2:1]=[CH2:2].[C:1]([O:5][C:6]([CH3:9])([CH3:8])[CH3:7])(=[O:4])[CH:2]=[CH2:3]. (4) Given the reactants [Cl:1][C:2]1[CH:7]=[CH:6][C:5]([CH:8]([CH:22]([C:27]([O:29][CH3:30])=[O:28])[C:23]([O:25][CH3:26])=[O:24])[CH2:9][C:10]([C:12]2[CH:17]=[CH:16][C:15]([O:18]COC)=[CH:14][CH:13]=2)=[O:11])=[CH:4][CH:3]=1.Cl, predict the reaction product. The product is: [Cl:1][C:2]1[CH:3]=[CH:4][C:5]([CH:8]([CH:22]([C:27]([O:29][CH3:30])=[O:28])[C:23]([O:25][CH3:26])=[O:24])[CH2:9][C:10]([C:12]2[CH:17]=[CH:16][C:15]([OH:18])=[CH:14][CH:13]=2)=[O:11])=[CH:6][CH:7]=1. (5) Given the reactants [F:1][C:2]1[CH:7]=[CH:6][CH:5]=[C:4]([F:8])[C:3]=1[C:9]1[NH:17][C:16]2[CH:15]=[CH:14][N:13]=[CH:12][C:11]=2[CH:10]=1.C1C(=O)N([Br:25])C(=O)C1, predict the reaction product. The product is: [Br:25][C:10]1[C:11]2[CH:12]=[N:13][CH:14]=[CH:15][C:16]=2[NH:17][C:9]=1[C:3]1[C:4]([F:8])=[CH:5][CH:6]=[CH:7][C:2]=1[F:1].